From a dataset of Forward reaction prediction with 1.9M reactions from USPTO patents (1976-2016). Predict the product of the given reaction. (1) The product is: [Br:12][C:13]1[C:14]([O:32][CH3:33])=[C:15]([C:21]([CH2:24][S:8]([C:5]2[CH:6]=[CH:7][C:2]([F:1])=[CH:3][CH:4]=2)(=[O:10])=[O:9])=[CH:22][CH:23]=1)[C:16]([O:18][CH2:19][CH3:20])=[O:17]. Given the reactants [F:1][C:2]1[CH:7]=[CH:6][C:5]([S:8]([O-:10])=[O:9])=[CH:4][CH:3]=1.[Na+].[Br:12][C:13]1[C:14]([O:32][CH3:33])=[C:15]([C:21]([CH2:24]SC2C=CC=CC=2)=[CH:22][CH:23]=1)[C:16]([O:18][CH2:19][CH3:20])=[O:17].C(=O)(O)[O-].[Na+], predict the reaction product. (2) Given the reactants [CH:1]1(P([CH:1]2[CH2:6][CH2:5][CH2:4][CH2:3][CH2:2]2)C2C=CC=CC=2C2C(OC)=CC=CC=2OC)[CH2:6][CH2:5][CH2:4][CH2:3][CH2:2]1.[CH2:30]([O:37][C:38]1[CH:39]=[CH:40][C:41]2[C:42]3[N:50]=[C:49](Br)[CH:48]=[C:47]([C:52]([O:54][CH3:55])=[O:53])[C:43]=3[NH:44][C:45]=2[CH:46]=1)[C:31]1[CH:36]=[CH:35][CH:34]=[CH:33][CH:32]=1.C1(B(O)O)C=CC=CC=1.[O-]P([O-])([O-])=O.[K+].[K+].[K+], predict the reaction product. The product is: [CH2:30]([O:37][C:38]1[CH:39]=[CH:40][C:41]2[C:42]3[N:50]=[C:49]([C:1]4[CH:6]=[CH:5][CH:4]=[CH:3][CH:2]=4)[CH:48]=[C:47]([C:52]([O:54][CH3:55])=[O:53])[C:43]=3[NH:44][C:45]=2[CH:46]=1)[C:31]1[CH:36]=[CH:35][CH:34]=[CH:33][CH:32]=1. (3) The product is: [C:30]([NH:1][C:2]1[CH:3]=[C:4]2[C:9](=[CH:10][CH:11]=1)[N:8]=[C:7]([CH3:12])[N:6]([C:13]1[CH:14]=[CH:15][C:16]([O:19][CH2:20][CH2:21][CH2:22][N:23]3[CH2:28][CH2:27][CH2:26][CH2:25][CH2:24]3)=[CH:17][CH:18]=1)[C:5]2=[O:29])(=[O:32])[CH3:31]. Given the reactants [NH2:1][C:2]1[CH:3]=[C:4]2[C:9](=[CH:10][CH:11]=1)[N:8]=[C:7]([CH3:12])[N:6]([C:13]1[CH:18]=[CH:17][C:16]([O:19][CH2:20][CH2:21][CH2:22][N:23]3[CH2:28][CH2:27][CH2:26][CH2:25][CH2:24]3)=[CH:15][CH:14]=1)[C:5]2=[O:29].[C:30](Cl)(=[O:32])[CH3:31].C(OCC)(=O)C.[OH-].[Na+], predict the reaction product. (4) Given the reactants [NH:1]1[C:6]2[CH:7]=[CH:8][S:9][C:5]=2[C:4](=[O:10])[NH:3][C:2]1=[O:11].[Br:12]Br, predict the reaction product. The product is: [Br:12][C:7]1[C:6]2[NH:1][C:2](=[O:11])[NH:3][C:4](=[O:10])[C:5]=2[S:9][CH:8]=1. (5) Given the reactants [N:1]1[CH:6]=[CH:5][CH:4]=[CH:3][C:2]=1[C:7]1[CH2:11][CH2:10][C:9](=[O:12])[CH:8]=1, predict the reaction product. The product is: [N:1]1[CH:6]=[CH:5][CH:4]=[CH:3][C:2]=1[CH:7]1[CH2:11][CH2:10][C:9](=[O:12])[CH2:8]1.